Dataset: Reaction yield outcomes from USPTO patents with 853,638 reactions. Task: Predict the reaction yield, written as a fraction of the theoretical maximum amount of product (1.0 means a 100% yield; for example, 0.34 means a 34% yield). (1) The reactants are [F:1][C:2]1[CH:10]=[CH:9][CH:8]=[C:7]2[C:3]=1[CH:4]=[C:5]([C:11]1[C:16](=[O:17])[N:15]([CH3:18])[CH:14]=[C:13]([C:19]3[C:20]([N:39]([CH3:44])[S:40]([CH3:43])(=[O:42])=[O:41])=[CH:21][C:22]4[O:26][C:25]([C:27]5[CH:32]=[CH:31][C:30]([F:33])=[CH:29][CH:28]=5)=[C:24]([C:34]([NH:36][CH3:37])=[O:35])[C:23]=4[CH:38]=3)[CH:12]=1)[NH:6]2.CI.[C:47]([O-])([O-])=O.[Cs+].[Cs+]. The catalyst is CN(C=O)C. The product is [F:1][C:2]1[CH:10]=[CH:9][CH:8]=[C:7]2[C:3]=1[CH:4]=[C:5]([C:11]1[C:16](=[O:17])[N:15]([CH3:18])[CH:14]=[C:13]([C:19]3[C:20]([N:39]([CH3:44])[S:40]([CH3:43])(=[O:41])=[O:42])=[CH:21][C:22]4[O:26][C:25]([C:27]5[CH:28]=[CH:29][C:30]([F:33])=[CH:31][CH:32]=5)=[C:24]([C:34]([NH:36][CH3:37])=[O:35])[C:23]=4[CH:38]=3)[CH:12]=1)[N:6]2[CH3:47]. The yield is 0.520. (2) The reactants are [CH3:1][C:2]1[S:6][C:5]2[CH2:7][C:8]3[CH:9]=[CH:10][CH:11]=[CH:12][C:13]=3[C:4]=2[CH:3]=1.[Li]CCCC.[CH3:19][Si:20]([CH3:23])(Cl)[Cl:21]. The catalyst is CCOCC.CCCCCC. The product is [Cl:21][Si:20]([CH3:23])([CH3:19])[CH:7]1[C:5]2[S:6][C:2]([CH3:1])=[CH:3][C:4]=2[C:13]2[CH:12]=[CH:11][CH:10]=[CH:9][C:8]1=2. The yield is 0.890. (3) The reactants are [OH:1][C@@H:2]([CH3:7])[CH2:3][C:4]([OH:6])=[O:5].O1[B:13]([C@@H:14]([NH:19][C:20](=[O:33])[CH2:21][NH:22][C:23](=[O:32])[C:24]2[CH:29]=[C:28]([Cl:30])[CH:27]=[CH:26][C:25]=2[Cl:31])[CH2:15][CH:16]([CH3:18])[CH3:17])O[B:13]([C@@H:14]([NH:19][C:20](=[O:33])[CH2:21][NH:22][C:23](=[O:32])[C:24]2[CH:29]=[C:28]([Cl:30])[CH:27]=[CH:26][C:25]=2[Cl:31])[CH2:15][CH:16]([CH3:18])[CH3:17])O[B:13]1[C@@H:14]([NH:19][C:20](=[O:33])[CH2:21][NH:22][C:23](=[O:32])[C:24]1[CH:29]=[C:28]([Cl:30])[CH:27]=[CH:26][C:25]=1[Cl:31])[CH2:15][CH:16]([CH3:18])[CH3:17]. The catalyst is CCOC(C)=O. The product is [Cl:31][C:25]1[CH:26]=[CH:27][C:28]([Cl:30])=[CH:29][C:24]=1[C:23]([NH:22][CH2:21][C:20]([NH:19][C@H:14]([B:13]1[O:1][C@@H:2]([CH3:7])[CH2:3][C:4](=[O:6])[O:5]1)[CH2:15][CH:16]([CH3:18])[CH3:17])=[O:33])=[O:32]. The yield is 0.950. (4) The reactants are B.O1CCCC1.[C:7]([Si:11]([CH3:31])([CH3:30])[O:12][C:13]1[CH:14]=[C:15]([CH2:19][CH2:20][NH:21][C:22](=O)[CH2:23][CH2:24][CH2:25][CH2:26][CH2:27][CH3:28])[CH:16]=[CH:17][CH:18]=1)([CH3:10])([CH3:9])[CH3:8]. The catalyst is O1CCCC1. The product is [C:7]([Si:11]([CH3:30])([CH3:31])[O:12][C:13]1[CH:14]=[C:15]([CH2:19][CH2:20][NH:21][CH2:22][CH2:23][CH2:24][CH2:25][CH2:26][CH2:27][CH3:28])[CH:16]=[CH:17][CH:18]=1)([CH3:9])([CH3:10])[CH3:8]. The yield is 0.580. (5) The reactants are C[O:2][C:3]([C:5]1[CH:10]=[CH:9][N:8]=[C:7]([C:11]2[N:12]=[CH:13][N:14]([CH3:17])[C:15]=2Br)[CH:6]=1)=[O:4].[CH:18]1([CH2:21][O:22][C:23]2[CH:28]=[C:27]([F:29])[C:26]([F:30])=[CH:25][C:24]=2B2OC(C)(C)C(C)(C)O2)[CH2:20][CH2:19]1. No catalyst specified. The product is [CH:18]1([CH2:21][O:22][C:23]2[CH:28]=[C:27]([F:29])[C:26]([F:30])=[CH:25][C:24]=2[C:15]2[N:14]([CH3:17])[CH:13]=[N:12][C:11]=2[C:7]2[CH:6]=[C:5]([C:3]([OH:2])=[O:4])[CH:10]=[CH:9][N:8]=2)[CH2:19][CH2:20]1. The yield is 0.0500. (6) The reactants are CO.C([O:10][C:11]1[C:12]([CH3:31])=[C:13]([CH3:30])[C:14]([NH:18][C:19](=[O:29])[C:20]2[C:25]([CH3:26])=[CH:24][C:23]([CH3:27])=[CH:22][C:21]=2[CH3:28])=[N:15][C:16]=1[CH3:17])C1C=CC=CC=1. The catalyst is [Pd]. The product is [OH:10][C:11]1[C:12]([CH3:31])=[C:13]([CH3:30])[C:14]([NH:18][C:19](=[O:29])[C:20]2[C:21]([CH3:28])=[CH:22][C:23]([CH3:27])=[CH:24][C:25]=2[CH3:26])=[N:15][C:16]=1[CH3:17]. The yield is 0.990.